Dataset: Catalyst prediction with 721,799 reactions and 888 catalyst types from USPTO. Task: Predict which catalyst facilitates the given reaction. (1) Reactant: C(O[CH:4](OCC)[CH2:5][C:6]#[N:7])C.Cl.Cl.[CH:13]1([NH:16][NH2:17])[CH2:15][CH2:14]1. Product: [CH:13]1([N:16]2[C:6]([NH2:7])=[CH:5][CH:4]=[N:17]2)[CH2:15][CH2:14]1. The catalyst class is: 8. (2) Reactant: [CH3:1][O:2][C:3](=[O:26])[CH:4]([C:18]1[CH:23]=[CH:22][C:21]([Cl:24])=[C:20]([Cl:25])[CH:19]=1)[CH2:5][CH:6]1[CH2:10][CH2:9][CH:8]([O:11]C2CCCCO2)[CH2:7]1. Product: [CH3:1][O:2][C:3](=[O:26])[CH:4]([C:18]1[CH:23]=[CH:22][C:21]([Cl:24])=[C:20]([Cl:25])[CH:19]=1)[CH2:5][CH:6]1[CH2:10][CH2:9][CH:8]([OH:11])[CH2:7]1. The catalyst class is: 5. (3) Reactant: [CH:1]1([CH2:4][O:5][C:6]2[CH:14]=[CH:13][C:9]3[O:10][CH2:11][O:12][C:8]=3[C:7]=2[C:15]2[C:16]3[NH:23][CH:22]=[C:21]([C:24]([OH:26])=O)[C:17]=3[N:18]=[CH:19][N:20]=2)[CH2:3][CH2:2]1.CCN(C(C)C)C(C)C.[NH2:36][C@H:37]([CH2:65][C:66]1[CH:71]=[CH:70][CH:69]=[CH:68][CH:67]=1)[C:38]([N:40]1[CH2:45][CH2:44][CH:43]([N:46]2[C:51](=[O:52])[C:50]([CH3:54])([CH3:53])[CH2:49][C:48]([C:55]3[CH:60]=[CH:59][C:58]([O:61][CH3:62])=[C:57]([O:63][CH3:64])[CH:56]=3)=[N:47]2)[CH2:42][CH2:41]1)=[O:39].CN(C(ON1N=NC2C=CC=CC1=2)=[N+](C)C)C.F[P-](F)(F)(F)(F)F.C(=O)(O)[O-].[Na+]. Product: [CH:1]1([CH2:4][O:5][C:6]2[CH:14]=[CH:13][C:9]3[O:10][CH2:11][O:12][C:8]=3[C:7]=2[C:15]2[C:16]3[NH:23][CH:22]=[C:21]([C:24]([NH:36][C@H:37]([CH2:65][C:66]4[CH:71]=[CH:70][CH:69]=[CH:68][CH:67]=4)[C:38]([N:40]4[CH2:41][CH2:42][CH:43]([N:46]5[C:51](=[O:52])[C:50]([CH3:54])([CH3:53])[CH2:49][C:48]([C:55]6[CH:60]=[CH:59][C:58]([O:61][CH3:62])=[C:57]([O:63][CH3:64])[CH:56]=6)=[N:47]5)[CH2:44][CH2:45]4)=[O:39])=[O:26])[C:17]=3[N:18]=[CH:19][N:20]=2)[CH2:3][CH2:2]1. The catalyst class is: 2. (4) Reactant: [CH3:1][C:2]1([CH3:16])[C:6]([C:7]2[N:12]=[C:11]([CH2:13]O)[CH:10]=[N:9][C:8]=2[I:15])=[CH:5][CH2:4][CH2:3]1.S(Cl)([Cl:19])=O. Product: [Cl:19][CH2:13][C:11]1[N:12]=[C:7]([C:6]2[C:2]([CH3:16])([CH3:1])[CH2:3][CH2:4][CH:5]=2)[C:8]([I:15])=[N:9][CH:10]=1. The catalyst class is: 139.